Predict the product of the given reaction. From a dataset of Forward reaction prediction with 1.9M reactions from USPTO patents (1976-2016). (1) Given the reactants [O:1]1[CH:5]=[CH:4][N:3]=[CH:2]1.B.C1COCC1.[Li]CCCC.CC(S([N:23]=[C:24]1[CH2:27][O:26][CH2:25]1)=O)(C)C.Cl.O1CCOCC1.[Cl:35][C:36]1[C:37]([O:45][CH2:46][CH:47]2[CH2:49][CH2:48]2)=[CH:38][C:39]([C:42](O)=[O:43])=[N:40][CH:41]=1, predict the reaction product. The product is: [O:1]1[CH:5]=[CH:4][N:3]=[C:2]1[C:24]1([NH:23][C:42]([C:39]2[CH:38]=[C:37]([O:45][CH2:46][CH:47]3[CH2:48][CH2:49]3)[C:36]([Cl:35])=[CH:41][N:40]=2)=[O:43])[CH2:25][O:26][CH2:27]1. (2) Given the reactants CON(C)[C:4]([C@@H:6]1[CH2:11][CH2:10][CH2:9][N:8]([C:12]([O:14][C:15]([CH3:18])([CH3:17])[CH3:16])=[O:13])[CH2:7]1)=[O:5].[F:20][C:21]1[CH:22]=[C:23]([CH:32]=[CH:33][CH:34]=1)[O:24][C:25]1[CH:30]=[CH:29][CH:28]=[CH:27][C:26]=1[Li], predict the reaction product. The product is: [C:15]([O:14][C:12]([N:8]1[CH2:9][CH2:10][CH2:11][C@@H:6]([C:4](=[O:5])[C:26]2[CH:27]=[CH:28][CH:29]=[CH:30][C:25]=2[O:24][C:23]2[CH:32]=[CH:33][CH:34]=[C:21]([F:20])[CH:22]=2)[CH2:7]1)=[O:13])([CH3:16])([CH3:17])[CH3:18]. (3) Given the reactants Cl[C:2]1[C:11]([Cl:12])=[N:10][C:9]2[C:4](=[CH:5][CH:6]=[C:7]([N+:13]([O-:15])=[O:14])[CH:8]=2)[N:3]=1.[F:16][C:17]([F:27])([F:26])[CH:18]([C:20]1[CH:21]=[N:22][CH:23]=[CH:24][CH:25]=1)[OH:19].[H-].[Na+].[Cl-].[NH4+], predict the reaction product. The product is: [Cl:12][C:11]1[C:2]([O:19][CH:18]([C:20]2[CH:21]=[N:22][CH:23]=[CH:24][CH:25]=2)[C:17]([F:16])([F:26])[F:27])=[N:3][C:4]2[C:9]([N:10]=1)=[CH:8][C:7]([N+:13]([O-:15])=[O:14])=[CH:6][CH:5]=2. (4) Given the reactants C(NC(C)C)(C)C.[Li]CCCC.CCCCCC.[Sn:19]([CH:32]([C:34]1[CH:39]=[CH:38][CH:37]=[CH:36][CH:35]=1)[OH:33])([CH2:28][CH2:29][CH2:30][CH3:31])([CH2:24][CH2:25][CH2:26][CH3:27])[CH2:20][CH2:21][CH2:22][CH3:23].N(C(N1CCCCC1)=O)=NC(N1CCCCC1)=O, predict the reaction product. The product is: [Sn:19]([C:32]([C:34]1[CH:35]=[CH:36][CH:37]=[CH:38][CH:39]=1)=[O:33])([CH2:20][CH2:21][CH2:22][CH3:23])([CH2:28][CH2:29][CH2:30][CH3:31])[CH2:24][CH2:25][CH2:26][CH3:27]. (5) The product is: [CH3:10][O:9][C:7]1[CH:8]=[C:3]([CH2:2][OH:15])[C:4]([O:13][CH3:14])=[CH:5][C:6]=1[CH2:11][OH:17]. Given the reactants Br[CH2:2][C:3]1[CH:8]=[C:7]([O:9][CH3:10])[C:6]([CH2:11]Br)=[CH:5][C:4]=1[O:13][CH3:14].[OH-:15].[Na+].[OH2:17], predict the reaction product.